Task: Predict the reactants needed to synthesize the given product.. Dataset: Full USPTO retrosynthesis dataset with 1.9M reactions from patents (1976-2016) (1) Given the product [OH:7][C:8]1[N:3]2[N:4]=[CH:5][N:6]=[C:2]2[N:1]=[C:38]([C:28]2[CH:33]=[CH:32][CH:31]=[CH:30][CH:29]=2)[C:9]=1[CH2:13][CH2:14][CH2:15][CH2:16][CH2:17][CH2:18][CH2:19][CH3:20], predict the reactants needed to synthesize it. The reactants are: [NH2:1][C:2]1[N:6]=[CH:5][NH:4][N:3]=1.[O:7]=[C:8](CC1C=CC=CC=1)[CH:9]([CH2:13][CH2:14][CH2:15][CH2:16][CH2:17][CH2:18][CH2:19][CH3:20])C([O-])=O.[C:28]1([CH3:38])[CH:33]=[CH:32][C:31](S(O)(=O)=O)=[CH:30][CH:29]=1. (2) Given the product [O:7]1[C:11]2[CH:12]=[CH:13][CH:14]=[CH:15][C:10]=2[N:9]=[C:8]1[C:16]1[CH:25]=[CH:24][C:19]([CH2:20][OH:21])=[CH:18][CH:17]=1, predict the reactants needed to synthesize it. The reactants are: [H-].[H-].[H-].[H-].[Li+].[Al+3].[O:7]1[C:11]2[CH:12]=[CH:13][CH:14]=[CH:15][C:10]=2[N:9]=[C:8]1[C:16]1[CH:25]=[CH:24][C:19]([C:20](OC)=[O:21])=[CH:18][CH:17]=1.O.[OH-].[K+].